Dataset: Forward reaction prediction with 1.9M reactions from USPTO patents (1976-2016). Task: Predict the product of the given reaction. (1) The product is: [CH3:1][C:2]1[CH:26]=[CH:25][CH:24]=[C:23]([CH3:27])[C:3]=1[CH2:4][N:5]1[C:9]2[CH:10]=[CH:11][CH:12]=[CH:13][C:8]=2[N:7]=[C:6]1[C:14]1[CH:22]=[CH:21][CH:20]=[CH:19][C:15]=1[C:16]([NH:32][NH:31][C:30]([NH:29][CH3:28])=[S:33])=[O:17]. Given the reactants [CH3:1][C:2]1[CH:26]=[CH:25][CH:24]=[C:23]([CH3:27])[C:3]=1[CH2:4][N:5]1[C:9]2[CH:10]=[CH:11][CH:12]=[CH:13][C:8]=2[N:7]=[C:6]1[C:14]1[CH:22]=[CH:21][CH:20]=[CH:19][C:15]=1[C:16](O)=[O:17].[CH3:28][NH:29][C:30](=[S:33])[NH:31][NH2:32].Cl.CN(C)CCCN=C=NCC.ON1C2C=CC=CC=2N=N1.CN1CCOCC1, predict the reaction product. (2) Given the reactants [CH2:1]([O:3][C:4]1[CH:5]=[C:6](B(O)O)[CH:7]=[C:8]([F:10])[CH:9]=1)[CH3:2].[I-:14].[Na+].CC1C=CC(S(NCl)(=O)=O)=CC=1, predict the reaction product. The product is: [CH2:1]([O:3][C:4]1[CH:5]=[C:6]([I:14])[CH:7]=[C:8]([F:10])[CH:9]=1)[CH3:2]. (3) The product is: [Br:1][C:2]1[CH:10]=[CH:9][C:5]([C:23](=[O:24])[CH2:25][Cl:19])=[CH:4][C:3]=1[Cl:11]. Given the reactants [Br:1][C:2]1[CH:10]=[CH:9][C:5](C(Cl)=O)=[CH:4][C:3]=1[Cl:11].C[Si](C=[N+]=[N-])(C)C.[ClH:19].CCO[C:23]([CH3:25])=[O:24], predict the reaction product. (4) The product is: [NH2:22][C:23]1[N:27]([C:28]2[CH:29]=[CH:30][C:31]([F:34])=[CH:32][CH:33]=2)[N:26]=[CH:25][C:24]=1[C:35]([NH:37][CH2:38][C:39]([CH2:45][NH:46][C:5]([C:4]1[C:8]([CH:12]([F:14])[F:13])=[CH:9][CH:10]=[CH:11][C:3]=1[CH:2]([F:1])[F:15])=[O:7])([OH:44])[C:40]([F:43])([F:42])[F:41])=[O:36]. Given the reactants [F:1][CH:2]([F:15])[C:3]1[CH:11]=[CH:10][CH:9]=[C:8]([CH:12]([F:14])[F:13])[C:4]=1[C:5]([OH:7])=O.C(Cl)(=O)C(Cl)=O.[NH2:22][C:23]1[N:27]([C:28]2[CH:33]=[CH:32][C:31]([F:34])=[CH:30][CH:29]=2)[N:26]=[CH:25][C:24]=1[C:35]([NH:37][CH2:38][C:39]([CH2:45][NH2:46])([OH:44])[C:40]([F:43])([F:42])[F:41])=[O:36].C(N(C(C)C)CC)(C)C, predict the reaction product. (5) Given the reactants [CH3:1][C@@H:2]1[C@@H:16]2[C:11](=[C:12]([OH:31])[C@:13]3([OH:30])[C:21](=[O:22])[C:20]([C:23]([NH2:25])=[O:24])=[C:19]([OH:26])[C@@H:18]([N:27]([CH3:29])[CH3:28])[C@@H:14]3[C@H:15]2[OH:17])[C:9](=[O:10])[C:8]2[C:7]([OH:32])=[CH:6][CH:5]=[CH:4][C:3]1=2.Cl.O, predict the reaction product. The product is: [CH3:1][C@@H:2]1[C@@H:16]2[C:11](=[C:12]([OH:31])[C@:13]3([OH:30])[C:21](=[O:22])[C:20]([C:23]([NH2:25])=[O:24])=[C:19]([OH:26])[C@@H:18]([N:27]([CH3:28])[CH3:29])[C@@H:14]3[C@H:15]2[OH:17])[C:9](=[O:10])[C:8]2[C:7]([OH:32])=[CH:6][CH:5]=[CH:4][C:3]1=2.